This data is from Full USPTO retrosynthesis dataset with 1.9M reactions from patents (1976-2016). The task is: Predict the reactants needed to synthesize the given product. (1) Given the product [F:23][C:17]1[C:18]([F:22])=[CH:19][CH:20]=[CH:21][C:16]=1[C@H:13]1[CH2:12][N:11]([CH2:24][CH2:25][S:26][CH3:27])[C:10](=[O:28])[C@H:9]([NH:8][C:30]([N:57]2[CH2:58][CH2:59][CH:54]([N:46]3[C:47]4[C:48](=[N:49][CH:50]=[CH:51][CH:52]=4)[NH:53][C:45]3=[O:44])[CH2:55][CH2:56]2)=[O:31])[CH2:15][CH2:14]1, predict the reactants needed to synthesize it. The reactants are: C(N(CC)CC)C.[NH2:8][C@@H:9]1[CH2:15][CH2:14][C@@H:13]([C:16]2[CH:21]=[CH:20][CH:19]=[C:18]([F:22])[C:17]=2[F:23])[CH2:12][N:11]([CH2:24][CH2:25][S:26][CH3:27])[C:10]1=[O:28].Cl[C:30](OC1C=CC([N+]([O-])=O)=CC=1)=[O:31].Cl.Cl.[O:44]=[C:45]1[NH:53][C:48]2=[N:49][CH:50]=[CH:51][CH:52]=[C:47]2[N:46]1[CH:54]1[CH2:59][CH2:58][NH:57][CH2:56][CH2:55]1. (2) Given the product [NH2:25][C:21]1[CH:20]=[C:19]([CH:24]=[CH:23][CH:22]=1)[O:18][C:4]1[CH:5]=[CH:6][C:7]2[N:8]=[C:9]([NH:12][C:13]([CH:15]3[CH2:17][CH2:16]3)=[O:14])[S:10][C:11]=2[C:3]=1[C:1]#[N:2], predict the reactants needed to synthesize it. The reactants are: [C:1]([C:3]1[C:11]2[S:10][C:9]([NH:12][C:13]([CH:15]3[CH2:17][CH2:16]3)=[O:14])=[N:8][C:7]=2[CH:6]=[CH:5][C:4]=1[O:18][C:19]1[CH:24]=[CH:23][CH:22]=[C:21]([NH:25]C(=O)C(F)(F)F)[CH:20]=1)#[N:2].O.[OH-].[Li+].Cl. (3) Given the product [CH:21]1([N:24]2[C:33]3[C:28](=[CH:29][C:30]([F:37])=[C:31]([N:9]4[CH2:10][CH2:11][C@@H:7]([C@@H:5]([NH:4][CH2:3][CH2:2][F:1])[CH3:6])[CH2:8]4)[C:32]=3[O:34][CH3:35])[C:27](=[O:38])[C:26]3[C:39]([OH:44])=[C:40]([C:42]#[N:43])[S:41][C:25]2=3)[CH2:22][CH2:23]1, predict the reactants needed to synthesize it. The reactants are: [F:1][CH2:2][CH2:3][NH:4][C@H:5]([C@@H:7]1[CH2:11][CH2:10][NH:9][CH2:8]1)[CH3:6].C(N(C(C)C)CC)(C)C.[CH:21]1([N:24]2[C:33]3[C:28](=[CH:29][C:30]([F:37])=[C:31](F)[C:32]=3[O:34][CH3:35])[C:27](=[O:38])[C:26]3[C:39]([OH:44])=[C:40]([C:42]#[N:43])[S:41][C:25]2=3)[CH2:23][CH2:22]1.Cl. (4) Given the product [CH3:27][O:26][C:21]1[CH:22]=[CH:23][CH:24]=[CH:25][C:20]=1[CH2:19][O:18][CH2:17][CH2:16][CH2:15][O:14][C:11]1[CH:10]=[CH:9][C:8]([CH:7]2[CH2:6][CH2:5][NH:4][CH2:3][CH:2]2[O:1][CH2:39][C:40]2[C:48]3[NH:47][C:46]([C:49]([O:51][CH3:52])=[O:50])=[N:45][C:44]=3[CH:43]=[CH:42][CH:41]=2)=[CH:13][CH:12]=1, predict the reactants needed to synthesize it. The reactants are: [OH:1][CH:2]1[CH:7]([C:8]2[CH:13]=[CH:12][C:11]([O:14][CH2:15][CH2:16][CH2:17][O:18][CH2:19][C:20]3[CH:25]=[CH:24][CH:23]=[CH:22][C:21]=3[O:26][CH3:27])=[CH:10][CH:9]=2)[CH2:6][CH2:5][N:4](C(OCC2C=CC=CC=2)=O)[CH2:3]1.Br[CH2:39][C:40]1[C:48]2[N:47]=[C:46]([C:49]([O:51][CH3:52])=[O:50])[N:45](COCC[Si](C)(C)C)[C:44]=2[CH:43]=[CH:42][CH:41]=1.